This data is from Full USPTO retrosynthesis dataset with 1.9M reactions from patents (1976-2016). The task is: Predict the reactants needed to synthesize the given product. (1) Given the product [ClH:1].[CH2:2]([NH:9][CH2:14][CH2:10][C:11](=[O:12])[CH3:13])[C:3]1[CH:8]=[CH:7][CH:6]=[CH:5][CH:4]=1, predict the reactants needed to synthesize it. The reactants are: [ClH:1].[CH2:2]([NH2:9])[C:3]1[CH:8]=[CH:7][CH:6]=[CH:5][CH:4]=1.[CH3:10][C:11]([CH3:13])=[O:12].[CH2:14]=O. (2) Given the product [I:1][C:2]1[CH:3]=[C:4]([CH:5]=[CH:6][CH:7]=1)[O:8][C:10]1([C:14]([O:16][CH2:17][CH3:18])=[O:15])[CH2:13][CH2:12][CH2:11]1, predict the reactants needed to synthesize it. The reactants are: [I:1][C:2]1[CH:3]=[C:4]([OH:8])[CH:5]=[CH:6][CH:7]=1.Br[C:10]1([C:14]([O:16][CH2:17][CH3:18])=[O:15])[CH2:13][CH2:12][CH2:11]1.C([O-])([O-])=O.[Cs+].[Cs+].C1(O)C=CC=CC=1. (3) The reactants are: Br[C:2]1[CH:3]=[C:4]([C@@H:8]([NH:13][C:14]([C@@H:16]2[CH2:21][CH2:20][CH2:19][N:18]([C:22](=[O:31])[CH2:23][CH2:24][CH:25]3[CH2:30][CH2:29][NH:28][CH2:27][CH2:26]3)[CH2:17]2)=[O:15])[CH2:9][C:10]([OH:12])=[O:11])[CH:5]=[N:6][CH:7]=1.C(N(CC)CC)C.CCCCCCCCCC.[C:49]([C:51]1[CH:56]=[CH:55][C:54]([CH2:57][CH2:58][CH2:59][CH2:60][CH2:61][CH2:62][NH:63][C:64](=[O:95])[CH2:65][NH:66][C:67](=[O:94])[CH:68]([N:70]2[CH2:81][CH2:80][N:79]([CH2:82][C:83]([O-:85])=[O:84])[CH2:78][CH2:77][N:76]([CH2:86][C:87]([O-:89])=[O:88])[CH2:75][CH2:74][N:73]([CH2:90][C:91]([O-:93])=[O:92])[CH2:72][CH2:71]2)[CH3:69])=[CH:53][CH:52]=1)#[CH:50].[Gd+3:96]. Given the product [C:10]([CH2:9][C@@H:8]([C:4]1[CH:3]=[C:2]([C:50]#[C:49][C:51]2[CH:52]=[CH:53][C:54]([CH2:57][CH2:58][CH2:59][CH2:60][CH2:61][CH2:62][NH:63][C:64](=[O:95])[CH2:65][NH:66][C:67](=[O:94])[C@@H:68]([N:70]3[CH2:71][CH2:72][N:73]([CH2:90][C:91]([O-:93])=[O:92])[CH2:74][CH2:75][N:76]([CH2:86][C:87]([O-:89])=[O:88])[CH2:77][CH2:78][N:79]([CH2:82][C:83]([O-:85])=[O:84])[CH2:80][CH2:81]3)[CH3:69])=[CH:55][CH:56]=2)[CH:7]=[N:6][CH:5]=1)[NH:13][C:14]([C@@H:16]1[CH2:21][CH2:20][CH2:19][N:18]([C:22](=[O:31])[CH2:23][CH2:24][CH:25]2[CH2:30][CH2:29][NH:28][CH2:27][CH2:26]2)[CH2:17]1)=[O:15])([OH:12])=[O:11].[Gd+3:96], predict the reactants needed to synthesize it. (4) Given the product [F:1][C:2]1[CH:3]=[CH:4][C:5]([C:8]2[CH:13]=[CH:12][C:11]([C:14]([OH:16])=[O:15])=[CH:10][C:9]=2[O:18][CH2:19][CH2:20][O:21][CH3:22])=[CH:6][CH:7]=1, predict the reactants needed to synthesize it. The reactants are: [F:1][C:2]1[CH:7]=[CH:6][C:5]([C:8]2[CH:13]=[CH:12][C:11]([C:14]([O:16]C)=[O:15])=[CH:10][C:9]=2[O:18][CH2:19][CH2:20][O:21][CH3:22])=[CH:4][CH:3]=1.[OH-].[Na+]. (5) Given the product [CH:8]([C:17]1[N:18]2[C:23]([CH2:22][CH2:21][CH2:20][CH2:19]2)=[CH:15][C:16]=1[C:24]([O:26][CH3:27])=[O:25])=[O:9], predict the reactants needed to synthesize it. The reactants are: ClC(Cl)C.CN([CH:8]=[O:9])C.P(Cl)(Cl)(Cl)=O.[CH:15]1[C:16]([C:24]([O:26][CH3:27])=[O:25])=[CH:17][N:18]2[C:23]=1[CH2:22][CH2:21][CH2:20][CH2:19]2.